This data is from Full USPTO retrosynthesis dataset with 1.9M reactions from patents (1976-2016). The task is: Predict the reactants needed to synthesize the given product. (1) Given the product [F:20][C:21]1[CH:28]=[CH:27][C:24]([CH2:25][N:1]2[C:9]3[C:4](=[CH:5][CH:6]=[CH:7][CH:8]=3)[C:3]([C:10]([O:12][CH3:13])=[O:11])=[N:2]2)=[CH:23][CH:22]=1, predict the reactants needed to synthesize it. The reactants are: [NH:1]1[C:9]2[C:4](=[CH:5][CH:6]=[CH:7][CH:8]=2)[C:3]([C:10]([O:12][CH3:13])=[O:11])=[N:2]1.CC(C)([O-])C.[K+].[F:20][C:21]1[CH:28]=[CH:27][C:24]([CH2:25]Br)=[CH:23][CH:22]=1. (2) Given the product [C:1]([C:5]1[N:6]=[C:7]2[CH:12]=[C:11]([N:13]([CH3:14])[C:23](=[O:28])[CH2:24][CH:25]([CH3:27])[CH3:26])[CH:10]=[CH:9][N:8]2[C:15]=1[CH2:16][CH:17]1[CH2:18][CH2:19][CH2:20][CH2:21][CH2:22]1)([CH3:4])([CH3:2])[CH3:3], predict the reactants needed to synthesize it. The reactants are: [C:1]([C:5]1[N:6]=[C:7]2[CH:12]=[C:11]([NH:13][CH3:14])[CH:10]=[CH:9][N:8]2[C:15]=1[CH2:16][CH:17]1[CH2:22][CH2:21][CH2:20][CH2:19][CH2:18]1)([CH3:4])([CH3:3])[CH3:2].[C:23](Cl)(=[O:28])[CH2:24][CH:25]([CH3:27])[CH3:26].C(N(CC)CC)C. (3) Given the product [NH2:3][C@@H:12]([C:26]1[CH:35]=[CH:30][CH:29]=[CH:28][CH:27]=1)[CH2:13][NH:20][C:21]([C:23]1[C:27]2[CH2:28][C:29]([CH3:55])([CH3:56])[C:30]3[CH:31]=[N:32][C:33]([NH:36][C:37]4[CH:42]=[CH:41][C:40]([C:43](=[O:52])[NH:44][CH:45]5[CH2:50][CH2:49][N:48]([CH3:51])[CH2:47][CH2:46]5)=[CH:39][C:38]=4[O:53][CH3:54])=[N:34][C:35]=3[C:26]=2[O:25][N:24]=1)=[O:22], predict the reactants needed to synthesize it. The reactants are: O=C1C2C(=CC=CC=2)C(=O)[N:3]1[CH2:12][C@@H:13]([NH:20][C:21]([C:23]1[C:27]2[CH2:28][C:29]([CH3:56])([CH3:55])[C:30]3[CH:31]=[N:32][C:33]([NH:36][C:37]4[CH:42]=[CH:41][C:40]([C:43](=[O:52])[NH:44][CH:45]5[CH2:50][CH2:49][N:48]([CH3:51])[CH2:47][CH2:46]5)=[CH:39][C:38]=4[O:53][CH3:54])=[N:34][C:35]=3[C:26]=2[O:25][N:24]=1)=[O:22])C1C=CC=CC=1.C(Cl)Cl.